Dataset: Catalyst prediction with 721,799 reactions and 888 catalyst types from USPTO. Task: Predict which catalyst facilitates the given reaction. (1) Reactant: Br[C:2]1[CH:3]=[N:4][CH:5]=[CH:6][C:7]=1[N:8]1[CH2:13][CH2:12][CH:11]([C:14]([NH2:16])=[O:15])[CH2:10][CH2:9]1.[CH3:17][O:18][C:19]1[CH:24]=[CH:23][C:22](B(O)O)=[CH:21][CH:20]=1.C(=O)([O-])[O-].[Na+].[Na+]. Product: [CH3:17][O:18][C:19]1[CH:24]=[CH:23][C:22]([C:2]2[CH:3]=[N:4][CH:5]=[CH:6][C:7]=2[N:8]2[CH2:13][CH2:12][CH:11]([C:14]([NH2:16])=[O:15])[CH2:10][CH2:9]2)=[CH:21][CH:20]=1. The catalyst class is: 10. (2) Reactant: [CH2:1]([S:4]([NH:7][C:8](=[O:42])[CH2:9][C@H:10]1[O:16][C@H:15]([C:17]2[CH:22]=[CH:21][CH:20]=[C:19]([O:23][CH3:24])[C:18]=2[O:25][CH3:26])[C:14]2[CH:27]=[C:28]([Cl:31])[CH:29]=[CH:30][C:13]=2[N:12]([CH2:32][C:33]([CH3:40])([CH3:39])[CH2:34][O:35]C(=O)C)[C:11]1=[O:41])(=[O:6])=[O:5])[CH2:2][CH3:3].[OH-].[Na+].C(O)C. Product: [CH2:1]([S:4]([NH:7][C:8](=[O:42])[CH2:9][C@H:10]1[O:16][C@H:15]([C:17]2[CH:22]=[CH:21][CH:20]=[C:19]([O:23][CH3:24])[C:18]=2[O:25][CH3:26])[C:14]2[CH:27]=[C:28]([Cl:31])[CH:29]=[CH:30][C:13]=2[N:12]([CH2:32][C:33]([CH3:40])([CH3:39])[CH2:34][OH:35])[C:11]1=[O:41])(=[O:5])=[O:6])[CH2:2][CH3:3]. The catalyst class is: 223.